This data is from Full USPTO retrosynthesis dataset with 1.9M reactions from patents (1976-2016). The task is: Predict the reactants needed to synthesize the given product. (1) Given the product [CH2:1]1[CH2:5][O:4][C:3]2[CH:6]=[CH:7][C:8]3[CH2:9][CH2:10][C@@H:11]([CH2:13][C:14]#[N:16])[C:12]=3[C:2]1=2, predict the reactants needed to synthesize it. The reactants are: [CH2:1]1[CH2:5][O:4][C:3]2[CH:6]=[CH:7][C:8]3[CH2:9][CH2:10][C@@H:11]([CH2:13][C:14]([NH2:16])=O)[C:12]=3[C:2]1=2.O=P(Cl)(Cl)Cl. (2) Given the product [C:4]([CH2:3][CH2:2][O:1][C:26]([C:23]1[CH:22]=[CH:21][C:20]([C:17]2[CH:18]=[CH:19][C:14]([O:13][CH2:6][CH2:7][CH2:8][CH2:9][CH2:10][CH2:11][CH3:12])=[CH:15][CH:16]=2)=[CH:25][CH:24]=1)=[O:27])#[N:5], predict the reactants needed to synthesize it. The reactants are: [OH:1][CH2:2][CH2:3][C:4]#[N:5].[CH2:6]([O:13][C:14]1[CH:19]=[CH:18][C:17]([C:20]2[CH:25]=[CH:24][C:23]([C:26](O)=[O:27])=[CH:22][CH:21]=2)=[CH:16][CH:15]=1)[CH2:7][CH2:8][CH2:9][CH2:10][CH2:11][CH3:12]. (3) Given the product [Cl:1][C:2]1[C:3]([CH3:17])=[C:4]([C:8]([N:10]2[CH2:15][CH2:14][N:13]3[C:32]([C:28]4[S:27][CH:31]=[CH:30][N:29]=4)=[N:34][N:35]=[C:12]3[CH2:11]2)=[O:9])[CH:5]=[CH:6][CH:7]=1, predict the reactants needed to synthesize it. The reactants are: [Cl:1][C:2]1[C:3]([CH3:17])=[C:4]([C:8]([N:10]2[CH2:15][CH2:14][NH:13][C:12](=O)[CH2:11]2)=[O:9])[CH:5]=[CH:6][CH:7]=1.F[B-](F)(F)F.C[O+](C)C.[S:27]1[CH:31]=[CH:30][N:29]=[C:28]1[C:32]([NH:34][NH2:35])=O.C(O)CCC.